Dataset: Full USPTO retrosynthesis dataset with 1.9M reactions from patents (1976-2016). Task: Predict the reactants needed to synthesize the given product. (1) The reactants are: [CH3:1][O:2][C:3]1[CH:4]=[C:5]([CH:24]=[CH:25][C:26]=1[O:27][CH3:28])[CH2:6][NH:7][C:8]1[N:13]2[N:14]=[C:15]([C:17]3[O:18][CH:19]=[CH:20][CH:21]=3)[N:16]=[C:12]2[CH:11]=[C:10]([CH2:22][OH:23])[N:9]=1.C1(P(C2C=CC=CC=2)C2C=CC=CC=2)C=CC=CC=1.N(C(OCC)=O)=NC(OCC)=O.[C:60]([O:69][CH3:70])(=[O:68])[C:61]1[C:62](=[CH:64][CH:65]=[CH:66][CH:67]=1)O.C(=O)(O)[O-].[Na+]. Given the product [CH3:1][O:2][C:3]1[CH:4]=[C:5]([CH:24]=[CH:25][C:26]=1[O:27][CH3:28])[CH2:6][NH:7][C:8]1[N:13]2[N:14]=[C:15]([C:17]3[O:18][CH:19]=[CH:20][CH:21]=3)[N:16]=[C:12]2[CH:11]=[C:10]([CH2:22][O:23][C:67]2[CH:66]=[CH:65][CH:64]=[CH:62][C:61]=2[C:60]([O:69][CH3:70])=[O:68])[N:9]=1, predict the reactants needed to synthesize it. (2) Given the product [CH2:37]([C:39]1[N:40]=[C:41]([C:44]2[CH:50]=[CH:49][CH:48]=[CH:47][C:45]=2[NH:46][C:29]([O:1][CH2:2][CH:3]2[CH2:8][CH2:7][N:6]([C:9]([O:11][C:12]([CH3:15])([CH3:14])[CH3:13])=[O:10])[CH2:5][CH2:4]2)=[O:35])[S:42][CH:43]=1)[CH3:38], predict the reactants needed to synthesize it. The reactants are: [OH:1][CH2:2][CH:3]1[CH2:8][CH2:7][N:6]([C:9]([O:11][C:12]([CH3:15])([CH3:14])[CH3:13])=[O:10])[CH2:5][CH2:4]1.C(N(C(C)C)CC)(C)C.ClC(Cl)(O[C:29](=[O:35])OC(Cl)(Cl)Cl)Cl.[CH2:37]([C:39]1[N:40]=[C:41]([C:44]2[CH:50]=[CH:49][CH:48]=[CH:47][C:45]=2[NH2:46])[S:42][CH:43]=1)[CH3:38].C(=O)(O)[O-].[Na+]. (3) Given the product [C:16]([C:15]1[CH:14]=[C:13]([N:12]([CH2:11][C:7]2[CH:6]=[C:5]3[C:10](=[CH:9][CH:8]=2)[N:1]=[CH:2][CH:3]=[CH:4]3)[C:21](=[O:24])[CH2:22][CH3:23])[CH:20]=[CH:19][CH:18]=1)#[N:17], predict the reactants needed to synthesize it. The reactants are: [N:1]1[C:10]2[C:5](=[CH:6][C:7]([CH2:11][NH:12][C:13]3[CH:14]=[C:15]([CH:18]=[CH:19][CH:20]=3)[C:16]#[N:17])=[CH:8][CH:9]=2)[CH:4]=[CH:3][CH:2]=1.[C:21](Cl)(=[O:24])[CH2:22][CH3:23]. (4) Given the product [CH3:22][N:18]1[CH2:19][CH2:20][CH2:21][N:16]2[C:15](=[O:24])[N:14]=[C:13]([O:1][CH2:2][CH2:3][C:4]3[CH:5]=[C:6]([CH:9]=[CH:10][CH:11]=3)[C:7]#[N:8])[CH:23]=[C:17]12, predict the reactants needed to synthesize it. The reactants are: [OH:1][CH2:2][CH2:3][C:4]1[CH:5]=[C:6]([CH:9]=[CH:10][CH:11]=1)[C:7]#[N:8].Cl[C:13]1[CH:23]=[C:17]2[N:18]([CH3:22])[CH2:19][CH2:20][CH2:21][N:16]2[C:15](=[O:24])[N:14]=1. (5) Given the product [Br:33][C:31]1[CH:30]=[CH:29][C:21]2[C:22]3[C:13]([C:14]4[C:19]([C:20]=2[CH:32]=1)=[CH:18][CH:17]=[CH:16][CH:15]=4)=[CH:12][C:11]([C:2]1[CH:3]=[CH:4][C:5]2[C:10](=[CH:9][CH:8]=[CH:7][CH:6]=2)[CH:1]=1)=[C:28]1[C:23]=3[CH:24]=[CH:25][CH:26]=[CH:27]1, predict the reactants needed to synthesize it. The reactants are: [CH:1]1[C:10]2[C:5](=[CH:6][CH:7]=[CH:8][CH:9]=2)[CH:4]=[CH:3][C:2]=1[C:11]1[CH:12]=[C:13]2[C:22](=[C:23]3[C:28]=1[CH:27]=[CH:26][CH:25]=[CH:24]3)[C:21]1[CH:29]=[CH:30][CH:31]=[CH:32][C:20]=1[C:19]1[C:14]2=[CH:15][CH:16]=[CH:17][CH:18]=1.[Br:33]Br. (6) Given the product [CH3:14][N:15]1[CH:19]=[C:18]([C:20]2[CH:21]=[CH:22][C:23]3[N:24]([C:11]([CH2:10][C:3]4[C:4]5[C:5](=[N:6][CH:7]=[CH:8][CH:9]=5)[NH:1][CH:2]=4)=[N:27][N:26]=3)[N:25]=2)[CH:17]=[N:16]1, predict the reactants needed to synthesize it. The reactants are: [NH:1]1[C:5]2=[N:6][CH:7]=[CH:8][CH:9]=[C:4]2[C:3]([CH2:10][C:11](O)=O)=[CH:2]1.[CH3:14][N:15]1[CH:19]=[C:18]([C:20]2[N:25]=[N:24][C:23]([NH:26][NH2:27])=[CH:22][CH:21]=2)[CH:17]=[N:16]1.C(N(CC)C(C)C)(C)C. (7) Given the product [S:34]([OH:38])([OH:37])(=[O:36])=[O:35].[CH3:1][C:2]1[CH:11]=[CH:10][C:9]([N:12]2[CH2:17][CH2:16][N:15]([CH3:18])[CH2:14][CH2:13]2)=[C:8]2[C:3]=1[CH2:4][CH2:5][C@@H:6]([NH:19][C:20](=[O:33])[C:21]1[CH:26]=[CH:25][C:24]([N:27]3[CH2:32][CH2:31][O:30][CH2:29][CH2:28]3)=[CH:23][CH:22]=1)[CH2:7]2, predict the reactants needed to synthesize it. The reactants are: [CH3:1][C:2]1[CH:11]=[CH:10][C:9]([N:12]2[CH2:17][CH2:16][N:15]([CH3:18])[CH2:14][CH2:13]2)=[C:8]2[C:3]=1[CH2:4][CH2:5][C@@H:6]([NH:19][C:20](=[O:33])[C:21]1[CH:26]=[CH:25][C:24]([N:27]3[CH2:32][CH2:31][O:30][CH2:29][CH2:28]3)=[CH:23][CH:22]=1)[CH2:7]2.[S:34](=[O:38])(=[O:37])([OH:36])[OH:35]. (8) Given the product [CH3:18][O:17][C:14]1[CH:15]=[CH:16][C:11]([CH2:10][N:9]([CH2:19][C:20]2[CH:25]=[CH:24][C:23]([O:26][CH3:27])=[CH:22][CH:21]=2)[C:4]2[N:5]=[C:6]([CH3:8])[N:7]=[C:2]([C:45]3[CH:44]=[C:43]([CH:41]([N:38]4[CH2:37][CH2:36][N:35]([C:33]([O:32][C:28]([CH3:29])([CH3:31])[CH3:30])=[O:34])[CH2:40][CH2:39]4)[CH3:42])[CH:48]=[N:47][C:46]=3[F:49])[N:3]=2)=[CH:12][CH:13]=1, predict the reactants needed to synthesize it. The reactants are: Cl[C:2]1[N:7]=[C:6]([CH3:8])[N:5]=[C:4]([N:9]([CH2:19][C:20]2[CH:25]=[CH:24][C:23]([O:26][CH3:27])=[CH:22][CH:21]=2)[CH2:10][C:11]2[CH:16]=[CH:15][C:14]([O:17][CH3:18])=[CH:13][CH:12]=2)[N:3]=1.[C:28]([O:32][C:33]([N:35]1[CH2:40][CH2:39][N:38]([CH:41]([C:43]2[CH:44]=[C:45](B(O)O)[C:46]([F:49])=[N:47][CH:48]=2)[CH3:42])[CH2:37][CH2:36]1)=[O:34])([CH3:31])([CH3:30])[CH3:29].C([O-])(=O)C.[K+]. (9) The reactants are: CS(O[CH2:6][CH2:7][C:8]1[O:9][C:10]2[CH:16]=[CH:15][C:14]([C:17]3[CH:22]=[CH:21][C:20]([C:23]#[N:24])=[CH:19][CH:18]=3)=[CH:13][C:11]=2[CH:12]=1)(=O)=O.[NH:25]1[CH2:30][CH:29]=[CH:28][CH2:27][CH2:26]1. Given the product [N:25]1([CH2:6][CH2:7][C:8]2[O:9][C:10]3[CH:16]=[CH:15][C:14]([C:17]4[CH:22]=[CH:21][C:20]([C:23]#[N:24])=[CH:19][CH:18]=4)=[CH:13][C:11]=3[CH:12]=2)[CH2:26][CH:27]=[CH:28][CH2:29][CH2:30]1, predict the reactants needed to synthesize it.